Predict the reactants needed to synthesize the given product. From a dataset of Full USPTO retrosynthesis dataset with 1.9M reactions from patents (1976-2016). (1) Given the product [C:31]1([CH3:34])[CH:30]=[CH:29][C:28]([C:26]2[N:27]=[C:22]3[CH2:21][CH2:20][CH2:19][N:18]([CH2:17][CH2:16][CH2:15][CH2:14][CH:12]4[O:11][NH:10][C:9](=[O:8])[CH2:13]4)[C:23]3=[N:24][C:25]=2[C:35]2[CH:36]=[CH:37][C:38]([CH3:41])=[CH:39][CH:40]=2)=[CH:33][CH:32]=1, predict the reactants needed to synthesize it. The reactants are: C([O:8][C:9]1[CH2:13][CH:12]([CH2:14][CH2:15][CH2:16][CH2:17][N:18]2[C:23]3=[N:24][C:25]([C:35]4[CH:40]=[CH:39][C:38]([CH3:41])=[CH:37][CH:36]=4)=[C:26]([C:28]4[CH:33]=[CH:32][C:31]([CH3:34])=[CH:30][CH:29]=4)[N:27]=[C:22]3[CH2:21][CH2:20][CH2:19]2)[O:11][N:10]=1)C1C=CC=CC=1.[H][H]. (2) Given the product [CH:11]([C:5]1[S:1][C:2]2[CH:9]=[CH:8][CH:7]=[CH:6][C:3]=2[CH:4]=1)([CH3:13])[CH3:12], predict the reactants needed to synthesize it. The reactants are: [S:1]1[CH:5]=[CH:4][C:3]2[CH:6]=[CH:7][CH:8]=[CH:9][C:2]1=2.[Li][C:11](C)([CH3:13])[CH3:12].IC(C)C. (3) Given the product [Cl:14][C:4]1[C:5]2[S:10][CH:9]=[C:8]([C:11]([OH:12])=[O:17])[C:6]=2[N:7]=[CH:2][N:3]=1, predict the reactants needed to synthesize it. The reactants are: Cl[C:2]1[N:3]=[CH:4][C:5]2[S:10][CH:9]=[C:8]([CH:11]=[O:12])[C:6]=2[N:7]=1.[O-][Cl:14]=O.[Na+].[OH2:17]. (4) Given the product [C:1]1([N:7]2[CH:12]=[CH:11][C:10]([CH2:13][CH2:14][CH2:15][CH2:16][CH2:17][C:18]3[N:19]=[N:20][NH:21][CH:22]=3)=[C:9]([OH:23])[C:8]2=[O:31])[CH:2]=[CH:3][CH:4]=[CH:5][CH:6]=1, predict the reactants needed to synthesize it. The reactants are: [C:1]1([N:7]2[CH:12]=[CH:11][C:10]([CH2:13][CH2:14][CH2:15][CH2:16][CH2:17][C:18]3[N:19]=[N:20][NH:21][CH:22]=3)=[C:9]([O:23]CC3C=CC=CC=3)[C:8]2=[O:31])[CH:6]=[CH:5][CH:4]=[CH:3][CH:2]=1.C1(N2C=CC(CCCC3N=NNC=3)=C(O)C2=O)C=CC=CC=1. (5) The reactants are: C(OC([NH:11][CH2:12][CH2:13][CH2:14][C@@H:15]([NH:19][C:20]([O:22][C:23]([CH3:26])([CH3:25])[CH3:24])=[O:21])[C:16](=O)[CH3:17])=O)C1C=CC=CC=1. Given the product [CH3:17][C@@H:16]1[CH:15]([NH:19][C:20](=[O:21])[O:22][C:23]([CH3:26])([CH3:25])[CH3:24])[CH2:14][CH2:13][CH2:12][NH:11]1, predict the reactants needed to synthesize it. (6) Given the product [C:33]([C:2]1[CH:3]=[C:4]2[C:12](=[CH:13][CH:14]=1)[NH:11][C:10]1[CH:9]([CH:15]3[CH2:16][CH2:17][O:18][CH2:19][CH2:20]3)[NH:8][CH:7]([C:21]3[NH:22][CH:23]=[C:24]([C:26]4[CH:31]=[CH:30][C:29]([F:32])=[CH:28][CH:27]=4)[N:25]=3)[CH2:6][C:5]2=1)#[N:34], predict the reactants needed to synthesize it. The reactants are: Br[C:2]1[CH:3]=[C:4]2[C:12](=[CH:13][CH:14]=1)[NH:11][C:10]1[CH:9]([CH:15]3[CH2:20][CH2:19][O:18][CH2:17][CH2:16]3)[NH:8][CH:7]([C:21]3[NH:22][CH:23]=[C:24]([C:26]4[CH:31]=[CH:30][C:29]([F:32])=[CH:28][CH:27]=4)[N:25]=3)[CH2:6][C:5]2=1.[CH3:33][N:34](C)C(=O)C. (7) Given the product [CH:33]([C:17]1[N:18]=[C:19]([C:21]2[CH:22]=[CH:23][C:24]([C:27]3[CH:28]=[N:29][CH:30]=[CH:31][CH:32]=3)=[CH:25][CH:26]=2)[S:20][C:16]=1[CH:14]([CH3:15])[CH2:13][O:12][C:9]1[CH:10]=[CH:11][C:6]([CH2:5][CH2:4][C:3]([OH:37])=[O:2])=[C:7]([CH3:36])[CH:8]=1)([CH3:34])[CH3:35], predict the reactants needed to synthesize it. The reactants are: C[O:2][C:3](=[O:37])[CH2:4][CH2:5][C:6]1[CH:11]=[CH:10][C:9]([O:12][CH2:13][CH:14]([C:16]2[S:20][C:19]([C:21]3[CH:26]=[CH:25][C:24]([C:27]4[CH:28]=[N:29][CH:30]=[CH:31][CH:32]=4)=[CH:23][CH:22]=3)=[N:18][C:17]=2[CH:33]([CH3:35])[CH3:34])[CH3:15])=[CH:8][C:7]=1[CH3:36].[OH-].[Na+].Cl.